This data is from Full USPTO retrosynthesis dataset with 1.9M reactions from patents (1976-2016). The task is: Predict the reactants needed to synthesize the given product. (1) Given the product [Cl:20][C:15]1[CH:14]=[C:13]([O:12][C:9]2[CH:8]=[CH:7][C:6]([CH2:5][CH2:4][O:3][C:1]3[NH:2][CH:25]=[C:24]([CH2:29][C:30]4[CH:35]=[N:34][CH:33]=[N:32][CH:31]=4)[C:22](=[O:23])[N:21]=3)=[CH:11][CH:10]=2)[CH:18]=[CH:17][C:16]=1[CH3:19], predict the reactants needed to synthesize it. The reactants are: [C:1](=[NH:21])([O:3][CH2:4][CH2:5][C:6]1[CH:11]=[CH:10][C:9]([O:12][C:13]2[CH:18]=[CH:17][C:16]([CH3:19])=[C:15]([Cl:20])[CH:14]=2)=[CH:8][CH:7]=1)[NH2:2].[CH:22]([CH:24]([CH2:29][C:30]1[CH:31]=[N:32][CH:33]=[N:34][CH:35]=1)[C:25](OC)=O)=[O:23].C([O-])([O-])=O.[K+].[K+]. (2) Given the product [CH:1]([NH:14][C:15]1[CH:20]=[CH:19][C:18]([Cl:21])=[CH:17][C:16]=1[C:33]#[C:32][CH2:31][CH2:30][NH:34][S:35]([CH2:38][C:39]1[CH:44]=[CH:43][C:42]([Cl:45])=[C:41]([Cl:46])[CH:40]=1)(=[O:37])=[O:36])([C:8]1[CH:13]=[CH:12][CH:11]=[CH:10][CH:9]=1)[C:2]1[CH:7]=[CH:6][CH:5]=[CH:4][CH:3]=1, predict the reactants needed to synthesize it. The reactants are: [CH:1]([NH:14][C:15]1[CH:20]=[CH:19][C:18]([Cl:21])=[CH:17][C:16]=1I)([C:8]1[CH:13]=[CH:12][CH:11]=[CH:10][CH:9]=1)[C:2]1[CH:7]=[CH:6][CH:5]=[CH:4][CH:3]=1.C(N(CC)CC)C.[CH2:30]([NH:34][S:35]([CH2:38][C:39]1[CH:44]=[CH:43][C:42]([Cl:45])=[C:41]([Cl:46])[CH:40]=1)(=[O:37])=[O:36])[CH2:31][C:32]#[CH:33]. (3) Given the product [O:61]1[C:66]2[CH:67]=[CH:68][C:69]([NH:71][C:72]3[C:73]4[CH2:81][CH2:80][N:79]([C:28]5[CH:29]=[C:30]([CH3:31])[CH:25]=[CH:26][CH:27]=5)[CH2:78][C:74]=4[N:75]=[CH:76][N:77]=3)=[CH:70][C:65]=2[O:64][CH2:63][CH2:62]1, predict the reactants needed to synthesize it. The reactants are: C1C=CC(P([C:27]2[C:28](C3C(P(C4C=CC=CC=4)C4C=CC=CC=4)=C[CH:31]=[C:30]4[C:25]=3[CH:26]=[CH:27][CH:28]=[CH:29]4)=[C:29]3[C:30]([CH:31]=CC=C3)=[CH:25][CH:26]=2)C2C=CC=CC=2)=CC=1.BrC1C=C(C)C=CC=1.C(=O)([O-])[O-].[Cs+].[Cs+].[O:61]1[C:66]2[CH:67]=[CH:68][C:69]([NH:71][C:72]3[C:73]4[CH2:81][CH2:80][NH:79][CH2:78][C:74]=4[N:75]=[CH:76][N:77]=3)=[CH:70][C:65]=2[O:64][CH2:63][CH2:62]1. (4) Given the product [CH3:1][O:2][C:3]1[CH:4]=[C:5]([C:16]2[O:17][C:18]3[CH:24]=[CH:23][CH:22]=[CH:21][C:19]=3[N:20]=2)[CH:6]=[CH:7][C:8]=1[CH2:9][C:39]1[CH:38]=[CH:36][N:37]=[CH:41][CH:40]=1, predict the reactants needed to synthesize it. The reactants are: [CH3:1][O:2][C:3]1[CH:4]=[C:5]([C:16]2[O:17][C:18]3[CH:24]=[CH:23][CH:22]=[CH:21][C:19]=3[N:20]=2)[CH:6]=[CH:7][C:8]=1[CH2:9]C1C=NC=CC=1.BrCC1C=CC(C2OC3[CH:41]=[CH:40][CH:39]=[CH:38][C:36]=3[N:37]=2)=CC=1OC.N1C=CC(B(O)O)=CC=1. (5) Given the product [Cl:34][C:35]1[CH:40]=[CH:39][CH:38]=[C:37]([Cl:41])[C:36]=1[NH:42][C:43]([NH:45][C:46]1[C:47]([C:56]([NH:59][C:60]2[C:61]([C:65]([O:67][CH3:68])=[O:66])=[CH:62][S:63][CH:64]=2)=[O:57])=[CH:48][C:49]2[C:54]([CH:55]=1)=[CH:53][CH:52]=[CH:51][CH:50]=2)=[O:44], predict the reactants needed to synthesize it. The reactants are: CN(C(ON1N=NC2C=CC=NC1=2)=[N+](C)C)C.F[P-](F)(F)(F)(F)F.C(N(CC)C(C)C)(C)C.[Cl:34][C:35]1[CH:40]=[CH:39][CH:38]=[C:37]([Cl:41])[C:36]=1[NH:42][C:43]([NH:45][C:46]1[C:47]([C:56](O)=[O:57])=[CH:48][C:49]2[C:54]([CH:55]=1)=[CH:53][CH:52]=[CH:51][CH:50]=2)=[O:44].[NH2:59][C:60]1[C:61]([C:65]([O:67][CH3:68])=[O:66])=[CH:62][S:63][CH:64]=1.C([O-])(O)=O.[Na+].